Dataset: Forward reaction prediction with 1.9M reactions from USPTO patents (1976-2016). Task: Predict the product of the given reaction. (1) Given the reactants FC1C(N)=NC=NC=1.[Cl:9][C:10]1[N:15]=[C:14](Cl)[C:13]([F:17])=[CH:12][N:11]=1.[NH2:18][C:19]1[CH:26]=[CH:25][C:22]([CH2:23][OH:24])=[CH:21][CH:20]=1, predict the reaction product. The product is: [Cl:9][C:10]1[N:15]=[C:14]([NH:18][C:19]2[CH:26]=[CH:25][C:22]([CH2:23][OH:24])=[CH:21][CH:20]=2)[C:13]([F:17])=[CH:12][N:11]=1. (2) Given the reactants [CH3:1][C:2]([CH3:23])([O:4][C:5]([NH:7][C@H:8]([CH2:13][C:14]1[CH:19]=[C:18]([F:20])[C:17]([F:21])=[CH:16][C:15]=1[F:22])[CH2:9][C:10]([OH:12])=O)=[O:6])[CH3:3].[F:24][C:25]([F:36])([F:35])[C:26]1[N:30]2[CH2:31][CH2:32][NH:33][CH2:34][C:29]2=[N:28][N:27]=1, predict the reaction product. The product is: [CH3:23][C:2]([CH3:1])([O:4][C:5]([NH:7][C@H:8]([CH2:13][C:14]1[CH:19]=[C:18]([F:20])[C:17]([F:21])=[CH:16][C:15]=1[F:22])[CH2:9][C:10]([N:33]1[CH2:32][CH2:31][N:30]2[C:26]([C:25]([F:36])([F:24])[F:35])=[N:27][N:28]=[C:29]2[CH2:34]1)=[O:12])=[O:6])[CH3:3]. (3) Given the reactants [C:1]([C:3]([O:5][CH3:6])=[O:4])#[N:2].[NH2:7][C:8]1[C:12]([C:13]#[N:14])=[C:11]([N:15]2[CH2:20][CH2:19][CH2:18][C@@H:17]([NH:21]C(OC(C)(C)C)=O)[CH2:16]2)[N:10]([CH2:29][C:30]2[CH:35]=[C:34]([F:36])[CH:33]=[CH:32][C:31]=2[Cl:37])[C:9]=1[C:38](OCC)=[O:39], predict the reaction product. The product is: [NH2:21][C@@H:17]1[CH2:18][CH2:19][CH2:20][N:15]([C:11]2[N:10]([CH2:29][C:30]3[CH:35]=[C:34]([F:36])[CH:33]=[CH:32][C:31]=3[Cl:37])[C:9]3[C:38](=[O:39])[NH:2][C:1]([C:3]([O:5][CH3:6])=[O:4])=[N:7][C:8]=3[C:12]=2[C:13]#[N:14])[CH2:16]1. (4) Given the reactants [Cl:1][C:2]1[CH:3]=[C:4]([C:10]2[CH:15]=[CH:14][C:13]([OH:16])=[CH:12][C:11]=2[CH3:17])[CH:5]=[CH:6][C:7]=1[CH:8]=O.Cl.[NH2:19][OH:20], predict the reaction product. The product is: [Cl:1][C:2]1[CH:3]=[C:4]([C:10]2[CH:15]=[CH:14][C:13]([OH:16])=[CH:12][C:11]=2[CH3:17])[CH:5]=[CH:6][C:7]=1[CH:8]=[N:19][OH:20]. (5) Given the reactants C[O:2][C:3]([C:5]1[N:6]([CH3:23])[N:7]=[C:8]([O:10][CH2:11][C:12]2[C:13]([CH2:19][CH2:20][CH2:21][CH3:22])=[N:14][O:15][C:16]=2[CH2:17][OH:18])[CH:9]=1)=[O:4].[OH-].[Na+], predict the reaction product. The product is: [CH2:19]([C:13]1[C:12]([CH2:11][O:10][C:8]2[CH:9]=[C:5]([C:3]([OH:4])=[O:2])[N:6]([CH3:23])[N:7]=2)=[C:16]([CH2:17][OH:18])[O:15][N:14]=1)[CH2:20][CH2:21][CH3:22]. (6) Given the reactants [F:1][C:2]1([CH2:6][NH:7][C:8]([C:10]2[NH:11][C:12]3[C:17]([CH:18]=2)=[CH:16][C:15]([C:19]([N:21]2[CH2:26][CH2:25][N:24]([CH:27]([CH3:29])[CH3:28])[CH2:23][CH2:22]2)=[O:20])=[CH:14][CH:13]=3)=[O:9])[CH2:5][O:4][CH2:3]1.[H-].[Na+].[CH:32]1([CH2:35]Br)[CH2:34][CH2:33]1, predict the reaction product. The product is: [F:1][C:2]1([CH2:6][NH:7][C:8]([C:10]2[N:11]([CH2:35][CH:32]3[CH2:34][CH2:33]3)[C:12]3[C:17]([CH:18]=2)=[CH:16][C:15]([C:19]([N:21]2[CH2:26][CH2:25][N:24]([CH:27]([CH3:29])[CH3:28])[CH2:23][CH2:22]2)=[O:20])=[CH:14][CH:13]=3)=[O:9])[CH2:3][O:4][CH2:5]1. (7) Given the reactants [CH3:1][S:2]([N:5]([CH3:49])[C:6]1[CH:11]=[CH:10][CH:9]=[CH:8][C:7]=1[C:12]1[N:20]2[C:15]([CH:16]=[N:17][C:18]([NH:21][C:22]3[CH:27]=[CH:26][C:25]([CH:28]4[CH2:33][CH2:32][N:31]([CH2:34][C:35]([NH2:37])=[O:36])[CH2:30][CH2:29]4)=[CH:24][C:23]=3[O:38][CH3:39])=[N:19]2)=[C:14]([O:40]COCC[Si](C)(C)C)[CH:13]=1)(=[O:4])=[O:3].FC(F)(F)C(O)=O, predict the reaction product. The product is: [OH:40][C:14]1[CH:13]=[C:12]([C:7]2[CH:8]=[CH:9][CH:10]=[CH:11][C:6]=2[N:5]([S:2]([CH3:1])(=[O:3])=[O:4])[CH3:49])[N:20]2[C:15]=1[CH:16]=[N:17][C:18]([NH:21][C:22]1[CH:27]=[CH:26][C:25]([CH:28]3[CH2:33][CH2:32][N:31]([CH2:34][C:35]([NH2:37])=[O:36])[CH2:30][CH2:29]3)=[CH:24][C:23]=1[O:38][CH3:39])=[N:19]2.